The task is: Predict the reaction yield, written as a fraction of the theoretical maximum amount of product (1.0 means a 100% yield; for example, 0.34 means a 34% yield).. This data is from Reaction yield outcomes from USPTO patents with 853,638 reactions. The reactants are [NH2:1][S:2]([NH:5][C:6]([C:8]1[CH:9]=[CH:10][C:11]2[C:12]([CH:32]3[CH2:37][CH2:36][CH2:35][CH2:34][CH2:33]3)=[C:13]3[C:19]4[CH:20]=[CH:21][C:22]([O:24][CH3:25])=[CH:23][C:18]=4[CH:17]=[C:16]([C:26]([O:28]C)=[O:27])[CH2:15][N:14]3[C:30]=2[CH:31]=1)=[O:7])(=[O:4])=[O:3].CO.[OH-].[Na+].Cl. The catalyst is CO.O. The product is [NH2:1][S:2]([NH:5][C:6]([C:8]1[CH:9]=[CH:10][C:11]2[C:12]([CH:32]3[CH2:37][CH2:36][CH2:35][CH2:34][CH2:33]3)=[C:13]3[C:19]4[CH:20]=[CH:21][C:22]([O:24][CH3:25])=[CH:23][C:18]=4[CH:17]=[C:16]([C:26]([OH:28])=[O:27])[CH2:15][N:14]3[C:30]=2[CH:31]=1)=[O:7])(=[O:3])=[O:4]. The yield is 0.920.